Dataset: Forward reaction prediction with 1.9M reactions from USPTO patents (1976-2016). Task: Predict the product of the given reaction. (1) Given the reactants [CH3:1][C:2]1[CH:3]=[C:4]([NH:9][C:10]2[N:15]=[C:14]([N:16]3[C:20]([CH3:21])=[CH:19][C:18]([C:22]([F:25])([F:24])[F:23])=[N:17]3)[C:13]([C:26]3[CH:27]=[C:28]([C:34]([OH:36])=O)[C:29]([O:32][CH3:33])=[N:30][CH:31]=3)=[CH:12][N:11]=2)[CH:5]=[C:6]([CH3:8])[CH:7]=1.[N:37]1([CH2:43][CH2:44][CH2:45][S:46]([NH2:49])(=[O:48])=[O:47])[CH2:42][CH2:41][O:40][CH2:39][CH2:38]1.C(N(CC)CC)C.[I-].ClC1C=CC=C[N+]=1C, predict the reaction product. The product is: [CH3:1][C:2]1[CH:3]=[C:4]([NH:9][C:10]2[N:15]=[C:14]([N:16]3[C:20]([CH3:21])=[CH:19][C:18]([C:22]([F:24])([F:25])[F:23])=[N:17]3)[C:13]([C:26]3[CH:27]=[C:28]([C:34]([NH:49][S:46]([CH2:45][CH2:44][CH2:43][N:37]4[CH2:38][CH2:39][O:40][CH2:41][CH2:42]4)(=[O:47])=[O:48])=[O:36])[C:29]([O:32][CH3:33])=[N:30][CH:31]=3)=[CH:12][N:11]=2)[CH:5]=[C:6]([CH3:8])[CH:7]=1. (2) Given the reactants [Cl:1][C:2]1[C:7]([CH2:8][NH:9][CH3:10])=[CH:6][CH:5]=[CH:4][N:3]=1.[F:11][C:12]([F:39])([F:38])[C:13]1[CH:14]=[C:15]([CH:31]=[C:32]([C:34]([F:37])([F:36])[F:35])[CH:33]=1)[CH2:16][N:17]1[C:21]([C:22]2[CH:27]=[CH:26][CH:25]=[CH:24][CH:23]=2)=[C:20]([C:28]([OH:30])=O)[N:19]=[N:18]1.CCN=C=NCCCN(C)C.ON1C2N=CC=CC=2N=N1.C(N(CC)C(C)C)(C)C, predict the reaction product. The product is: [Cl:1][C:2]1[C:7]([CH2:8][N:9]([CH3:10])[C:28]([C:20]2[N:19]=[N:18][N:17]([CH2:16][C:15]3[CH:31]=[C:32]([C:34]([F:37])([F:36])[F:35])[CH:33]=[C:13]([C:12]([F:39])([F:11])[F:38])[CH:14]=3)[C:21]=2[C:22]2[CH:27]=[CH:26][CH:25]=[CH:24][CH:23]=2)=[O:30])=[CH:6][CH:5]=[CH:4][N:3]=1. (3) Given the reactants C[O:2][C:3]([CH:5]1[CH2:9][CH2:8][CH2:7][N:6]1[C:10]([C:12]1[CH:13]=[N:14][CH:15]=[CH:16][CH:17]=1)=[O:11])=[O:4].[OH-].[Li+], predict the reaction product. The product is: [N:14]1[CH:15]=[CH:16][CH:17]=[C:12]([C:10]([N:6]2[CH2:7][CH2:8][CH2:9][CH:5]2[C:3]([OH:4])=[O:2])=[O:11])[CH:13]=1. (4) The product is: [F:1][C:2]1[CH:3]=[C:4]([CH:10]2[CH2:14][CH2:13][CH2:12][C:11]2=[O:15])[CH:5]=[C:6]([F:9])[C:7]=1[F:8]. Given the reactants [F:1][C:2]1[CH:3]=[C:4]([C@H:10]2[CH2:14][CH2:13][CH2:12][C@@H:11]2[OH:15])[CH:5]=[C:6]([F:9])[C:7]=1[F:8].CC(OI1(OC(C)=O)(OC(C)=O)OC(=O)C2C=CC=CC1=2)=O, predict the reaction product.